Dataset: Full USPTO retrosynthesis dataset with 1.9M reactions from patents (1976-2016). Task: Predict the reactants needed to synthesize the given product. (1) Given the product [N:1]1[CH:6]=[CH:5][CH:4]=[CH:3][C:2]=1[CH2:7][O:8][CH2:9][C:10]1[CH:11]=[C:12]([N:16]2[C:20]3[CH:21]=[CH:22][C:23]([CH:25]=[O:26])=[CH:24][C:19]=3[N:18]=[CH:17]2)[CH:13]=[CH:14][CH:15]=1, predict the reactants needed to synthesize it. The reactants are: [N:1]1[CH:6]=[CH:5][CH:4]=[CH:3][C:2]=1[CH2:7][O:8][CH2:9][C:10]1[CH:11]=[C:12]([N:16]2[C:20]3[CH:21]=[CH:22][C:23]([CH2:25][OH:26])=[CH:24][C:19]=3[N:18]=[CH:17]2)[CH:13]=[CH:14][CH:15]=1.N#N.CC(OI1(OC(C)=O)(OC(C)=O)OC(=O)C2C=CC=CC1=2)=O. (2) Given the product [Cl:1][C:2]1[N:10]=[C:9]2[C:5]([N:6]=[CH:7][N:8]2[C@H:11]2[C@H:15]([OH:16])[C@H:14]([OH:17])[CH2:13][S:12]2)=[C:4]([NH:24][CH2:23][C:22]2[CH:25]=[CH:26][CH:27]=[C:20]([F:19])[CH:21]=2)[N:3]=1, predict the reactants needed to synthesize it. The reactants are: [Cl:1][C:2]1[N:10]=[C:9]2[C:5]([N:6]=[CH:7][N:8]2[C@H:11]2[C@@H:15]([OH:16])[C@H:14]([OH:17])[CH2:13][S:12]2)=[C:4](Cl)[N:3]=1.[F:19][C:20]1[CH:21]=[C:22]([CH:25]=[CH:26][CH:27]=1)[CH2:23][NH2:24]. (3) Given the product [Br:14][C:5]1[O:1][C:2]([C:6]2[CH:11]=[CH:10][N:9]=[C:8]([C:12]#[N:13])[CH:7]=2)=[CH:3][CH:4]=1, predict the reactants needed to synthesize it. The reactants are: [O:1]1[CH:5]=[CH:4][CH:3]=[C:2]1[C:6]1[CH:11]=[CH:10][N:9]=[C:8]([C:12]#[N:13])[CH:7]=1.[Br:14]N1C(=O)CCC1=O.